This data is from Full USPTO retrosynthesis dataset with 1.9M reactions from patents (1976-2016). The task is: Predict the reactants needed to synthesize the given product. (1) Given the product [F:30][C:29]1[CH:28]=[CH:27][CH:26]=[C:25]([F:31])[C:24]=1[C:7]1[NH:6][C:10]2=[N:11][CH:12]=[C:13]([C:33]3[N:37]([CH2:38][CH3:39])[N:36]=[C:35]([C:40]4[CH:41]=[N:42][CH:43]=[CH:44][CH:45]=4)[N:34]=3)[CH:14]=[C:9]2[CH:8]=1, predict the reactants needed to synthesize it. The reactants are: C(OC([N:6]1[C:10]2=[N:11][CH:12]=[C:13](B3OC(C)(C)C(C)(C)O3)[CH:14]=[C:9]2[CH:8]=[C:7]1[C:24]1[C:29]([F:30])=[CH:28][CH:27]=[CH:26][C:25]=1[F:31])=O)C.Br[C:33]1[N:37]([CH2:38][CH3:39])[N:36]=[C:35]([C:40]2[CH:41]=[N:42][CH:43]=[CH:44][CH:45]=2)[N:34]=1. (2) Given the product [OH:24][C@H:16]([CH2:17][C:18]1[CH:19]=[CH:20][CH:21]=[CH:22][CH:23]=1)[C:26]#[N:27], predict the reactants needed to synthesize it. The reactants are: C(O)(=O)CC(CC(O)=O)(C(O)=O)O.CO[CH:16]([O:24]C)[CH2:17][C:18]1[CH:23]=[CH:22][CH:21]=[CH:20][CH:19]=1.[CH:26]#[N:27]. (3) Given the product [NH3:5].[CH3:1][C:2]1([C:17]2[CH:18]=[C:19]([NH:23][S:24]([CH3:27])(=[O:25])=[O:26])[CH:20]=[CH:21][CH:22]=2)[CH:7]2[CH:3]1[CH2:4][N:5]([CH2:8]/[CH:9]=[CH:10]/[C:11]1[S:12][CH:13]=[CH:14][CH:15]=1)[CH2:6]2, predict the reactants needed to synthesize it. The reactants are: [CH3:1][C:2]1([C:17]2[CH:18]=[C:19]([NH:23][S:24]([CH3:27])(=[O:26])=[O:25])[CH:20]=[CH:21][CH:22]=2)[CH:7]2[CH:3]1[CH2:4][N:5]([C:8](=O)/[CH:9]=[CH:10]/[C:11]1[S:12][CH:13]=[CH:14][CH:15]=1)[CH2:6]2.[H-].[Al+3].[Li+].[H-].[H-].[H-].O.C(=O)([O-])[O-].[Na+].[Na+].